Dataset: Reaction yield outcomes from USPTO patents with 853,638 reactions. Task: Predict the reaction yield, written as a fraction of the theoretical maximum amount of product (1.0 means a 100% yield; for example, 0.34 means a 34% yield). (1) The reactants are C([O:4][CH2:5][C:6]1[C:7]([N:32]2[CH2:43][CH2:42][N:41]3[C:34](=[CH:35][C:36]4[CH2:37][C:38]([CH3:45])([CH3:44])[CH2:39][C:40]=43)[C:33]2=[O:46])=[N:8][CH:9]=[CH:10][C:11]=1[C:12]1[CH:17]=[C:16]([NH:18][C:19]2[CH:29]=[C:22]3[CH:23]([CH3:28])[N:24]([CH3:27])[CH2:25][CH2:26][N:21]3[N:20]=2)[C:15](=[O:30])[N:14]([CH3:31])[CH:13]=1)(=O)C.[OH-].[Li+].C(O)(C)C.C1COCC1. The catalyst is O. The product is [CH3:28][CH:23]1[N:24]([CH3:27])[CH2:25][CH2:26][N:21]2[N:20]=[C:19]([NH:18][C:16]3[C:15](=[O:30])[N:14]([CH3:31])[CH:13]=[C:12]([C:11]4[CH:10]=[CH:9][N:8]=[C:7]([N:32]5[CH2:43][CH2:42][N:41]6[C:34](=[CH:35][C:36]7[CH2:37][C:38]([CH3:44])([CH3:45])[CH2:39][C:40]=76)[C:33]5=[O:46])[C:6]=4[CH2:5][OH:4])[CH:17]=3)[CH:29]=[C:22]12. The yield is 0.430. (2) The reactants are Br[C:2]1[N:6]2[N:7]=[C:8]([NH:11][CH2:12][C:13]3[CH:18]=[CH:17][CH:16]=[CH:15][N:14]=3)[CH:9]=[CH:10][C:5]2=[N:4][CH:3]=1.[ClH:19].CCO[CH2:23][CH3:24]. No catalyst specified. The product is [ClH:19].[CH:12](/[C:2]1[N:6]2[N:7]=[C:8]([NH:11][CH2:12][C:13]3[CH:18]=[CH:17][CH:16]=[CH:15][N:14]=3)[CH:9]=[CH:10][C:5]2=[N:4][CH:3]=1)=[CH:13]\[CH2:18][CH2:17][CH2:16][CH2:23][CH3:24]. The yield is 0.340. (3) The reactants are Cl[CH:2]([O:6][C:7]([NH:9][CH2:10][C:11]1([CH2:17][C:18]([O:20][CH3:21])=[O:19])[CH2:16][CH2:15][CH2:14][CH2:13][CH2:12]1)=[O:8])[CH:3]([CH3:5])[CH3:4].[C:22]([OH:27])(=[O:26])[CH:23]([CH3:25])[CH3:24]. The catalyst is C(Cl)(Cl)Cl.C(=O)([O-])[O-].[Ag+2]. The product is [C:22]([O:27][CH:2]([O:6][C:7]([NH:9][CH2:10][C:11]1([CH2:17][C:18]([O:20][CH3:21])=[O:19])[CH2:16][CH2:15][CH2:14][CH2:13][CH2:12]1)=[O:8])[CH:3]([CH3:5])[CH3:4])(=[O:26])[CH:23]([CH3:25])[CH3:24]. The yield is 0.630. (4) The catalyst is ClCCl.C1C=CC([P]([Pd]([P](C2C=CC=CC=2)(C2C=CC=CC=2)C2C=CC=CC=2)([P](C2C=CC=CC=2)(C2C=CC=CC=2)C2C=CC=CC=2)[P](C2C=CC=CC=2)(C2C=CC=CC=2)C2C=CC=CC=2)(C2C=CC=CC=2)C2C=CC=CC=2)=CC=1.CC([O-])=O.CC([O-])=O.[Pd+2].O. The product is [Br:12][C:5]1[CH:6]=[CH:7][CH:8]=[C:9]2[C:4]=1[N:3]=[C:2]([C:24]1[N:21]3[CH:22]=[CH:23][C:18]([O:17][CH2:16][CH2:15][O:14][CH3:13])=[CH:19][C:20]3=[N:26][CH:25]=1)[CH:11]=[CH:10]2. The yield is 0.720. The reactants are Br[C:2]1[CH:11]=[CH:10][C:9]2[C:4](=[C:5]([Br:12])[CH:6]=[CH:7][CH:8]=2)[N:3]=1.[CH3:13][O:14][CH2:15][CH2:16][O:17][C:18]1[CH:23]=[CH:22][N:21]2[CH:24]=[CH:25][N:26]=[C:20]2[CH:19]=1.C([O-])([O-])=O.[K+].[K+].O1CCOCC1. (5) The reactants are [CH3:1][O:2][C:3]([C:5]1[CH:6]=[C:7]2[C:11](=[CH:12][CH:13]=1)[NH:10][N:9]=[CH:8]2)=[O:4].I[C:15]1[CH:20]=[CH:19][C:18]([CH3:21])=[CH:17][CH:16]=1.CN[C@@H]1CCCC[C@H]1NC.P([O-])([O-])([O-])=O.[K+].[K+].[K+]. The catalyst is C1(C)C=CC=CC=1.[Cu](I)I. The product is [CH3:21][C:18]1[CH:19]=[CH:20][C:15]([N:10]2[C:11]3[C:7](=[CH:6][C:5]([C:3]([O:2][CH3:1])=[O:4])=[CH:13][CH:12]=3)[CH:8]=[N:9]2)=[CH:16][CH:17]=1. The yield is 0.724. (6) The reactants are [Br:1][C:2]1[CH:3]=[CH:4][C:5]([NH:16][CH2:17][CH:18]2[CH2:20][CH2:19]2)=[C:6]([NH:8][C:9](=O)[CH2:10][C:11]([CH3:14])([CH3:13])[CH3:12])[CH:7]=1.O.C1(C)C=CC(S(O)(=O)=O)=CC=1.O.N. The catalyst is C1(C)C=CC=CC=1. The product is [Br:1][C:2]1[CH:3]=[CH:4][C:5]2[N:16]([CH2:17][CH:18]3[CH2:20][CH2:19]3)[C:9]([CH2:10][C:11]([CH3:14])([CH3:13])[CH3:12])=[N:8][C:6]=2[CH:7]=1. The yield is 0.900.